Dataset: Full USPTO retrosynthesis dataset with 1.9M reactions from patents (1976-2016). Task: Predict the reactants needed to synthesize the given product. (1) Given the product [C:44]([O:43][C:42](=[O:48])[NH:17][CH2:16][CH2:15][C:12]1[CH:11]=[CH:10][C:9]([O:8][CH2:1][C:2]2[CH:3]=[CH:4][CH:5]=[CH:6][CH:7]=2)=[CH:14][CH:13]=1)([CH3:47])([CH3:46])[CH3:45], predict the reactants needed to synthesize it. The reactants are: [CH2:1]([O:8][C:9]1[CH:14]=[CH:13][C:12]([CH2:15][CH2:16][NH2:17])=[CH:11][CH:10]=1)[C:2]1[CH:7]=[CH:6][CH:5]=[CH:4][CH:3]=1.C(=O)([O-])[O-].[K+].[K+].BrCC1C=CC=CC=1.OC1C=CC(CCN[C:42](=[O:48])[O:43][C:44]([CH3:47])([CH3:46])[CH3:45])=CC=1. (2) Given the product [F:1][C:2]([F:22])([C:15]1[CH:20]=[CH:19][C:18]([F:21])=[CH:17][CH:16]=1)[C:3]1[N:13]=[C:11]([OH:12])[C:10]2[C:6](=[N:7][N:8]([CH3:14])[CH:9]=2)[N:5]=1, predict the reactants needed to synthesize it. The reactants are: [F:1][C:2]([F:22])([C:15]1[CH:20]=[CH:19][C:18]([F:21])=[CH:17][CH:16]=1)[C:3]([NH:5][C:6]1[C:10]([C:11]([NH2:13])=[O:12])=[CH:9][N:8]([CH3:14])[N:7]=1)=O. (3) Given the product [CH2:6]([N:13]([CH2:5][CH:3]([OH:4])[CH2:1][CH3:2])[CH2:5][CH:3]([OH:4])[CH2:1][CH3:2])[C:7]1[CH:12]=[CH:11][CH:10]=[CH:9][CH:8]=1, predict the reactants needed to synthesize it. The reactants are: [CH2:1]([CH:3]1[CH2:5][O:4]1)[CH3:2].[CH2:6]([NH2:13])[C:7]1[CH:12]=[CH:11][CH:10]=[CH:9][CH:8]=1. (4) Given the product [CH:1]([O:4][C:5]1[CH:13]=[CH:12][CH:11]=[C:10]([CH2:14][CH2:15][CH2:16][CH2:17][CH2:18][CH2:19][CH2:20][CH2:21][CH2:22][CH2:23][CH2:24][CH2:25][CH2:26][CH2:27][CH3:28])[C:6]=1[C:7]([NH:29][C:30]1[CH:31]=[CH:32][C:33]([N+:40]([O-:42])=[O:41])=[C:34]([C:36]([F:37])([F:38])[F:39])[CH:35]=1)=[O:8])([CH3:3])[CH3:2], predict the reactants needed to synthesize it. The reactants are: [CH:1]([O:4][C:5]1[CH:13]=[CH:12][CH:11]=[C:10]([CH2:14][CH2:15][CH2:16][CH2:17][CH2:18][CH2:19][CH2:20][CH2:21][CH2:22][CH2:23][CH2:24][CH2:25][CH2:26][CH2:27][CH3:28])[C:6]=1[C:7](Cl)=[O:8])([CH3:3])[CH3:2].[NH2:29][C:30]1[CH:31]=[CH:32][C:33]([N+:40]([O-:42])=[O:41])=[C:34]([C:36]([F:39])([F:38])[F:37])[CH:35]=1.C(N(CC)CC)C. (5) The reactants are: Cl[C:2]1[O:3][C:4]([C:15]2[C:24]3[C:19](=[CH:20][CH:21]=[CH:22][CH:23]=3)[C:18]([F:25])=[CH:17][CH:16]=2)=[C:5]([CH2:7][CH2:8][CH2:9][C:10]([O:12][CH2:13][CH3:14])=[O:11])[N:6]=1.[CH3:26][C:27]1[NH:28][CH:29]=[CH:30][N:31]=1.C(=O)([O-])[O-].[K+].[K+].CN(C)C=O. Given the product [F:25][C:18]1[C:19]2[C:24](=[CH:23][CH:22]=[CH:21][CH:20]=2)[C:15]([C:4]2[O:3][C:2]([N:28]3[CH:29]=[CH:30][N:31]=[C:27]3[CH3:26])=[N:6][C:5]=2[CH2:7][CH2:8][CH2:9][C:10]([O:12][CH2:13][CH3:14])=[O:11])=[CH:16][CH:17]=1, predict the reactants needed to synthesize it. (6) Given the product [N:27]1[CH:28]=[CH:29][CH:30]=[CH:31][C:26]=1[NH:25][C:17](=[O:19])[CH:16]([N:15]1[CH2:14][C:5]2[CH2:4][C:3]3[C:2]([Cl:1])=[CH:11][CH:10]=[CH:9][C:8]=3[O:7][C:6]=2[C:12]1=[O:13])[CH2:20][CH:21]([CH3:22])[CH3:23], predict the reactants needed to synthesize it. The reactants are: [Cl:1][C:2]1[CH:11]=[CH:10][CH:9]=[C:8]2[C:3]=1[CH2:4][C:5]([CH2:14][N:15](C)[C@@H:16]([CH2:20][CH:21]([CH3:23])[CH3:22])[C:17]([OH:19])=O)=[C:6]([CH:12]=[O:13])[O:7]2.[NH2:25][C:26]1[CH:31]=[CH:30][CH:29]=[CH:28][N:27]=1.ON1C2C=CC=CC=2N=N1.